Dataset: Retrosynthesis with 50K atom-mapped reactions and 10 reaction types from USPTO. Task: Predict the reactants needed to synthesize the given product. Given the product COc1cc(C(C)=O)ccc1OCCCCCCl, predict the reactants needed to synthesize it. The reactants are: COc1cc(C(C)=O)ccc1O.ClCCCCCBr.